From a dataset of NCI-60 drug combinations with 297,098 pairs across 59 cell lines. Regression. Given two drug SMILES strings and cell line genomic features, predict the synergy score measuring deviation from expected non-interaction effect. (1) Drug 1: C1CN1P(=S)(N2CC2)N3CC3. Drug 2: CC1=C(C(=CC=C1)Cl)NC(=O)C2=CN=C(S2)NC3=CC(=NC(=N3)C)N4CCN(CC4)CCO. Cell line: UACC62. Synergy scores: CSS=15.9, Synergy_ZIP=-5.88, Synergy_Bliss=2.12, Synergy_Loewe=0.506, Synergy_HSA=1.16. (2) Drug 1: CCN(CC)CCCC(C)NC1=C2C=C(C=CC2=NC3=C1C=CC(=C3)Cl)OC. Drug 2: COC1=C2C(=CC3=C1OC=C3)C=CC(=O)O2. Cell line: SNB-75. Synergy scores: CSS=2.69, Synergy_ZIP=-0.533, Synergy_Bliss=0.848, Synergy_Loewe=-5.09, Synergy_HSA=-0.876. (3) Drug 1: CC1=C(C(=CC=C1)Cl)NC(=O)C2=CN=C(S2)NC3=CC(=NC(=N3)C)N4CCN(CC4)CCO. Drug 2: CS(=O)(=O)OCCCCOS(=O)(=O)C. Cell line: SK-OV-3. Synergy scores: CSS=13.8, Synergy_ZIP=-1.89, Synergy_Bliss=0.0753, Synergy_Loewe=-9.24, Synergy_HSA=0.0276. (4) Drug 1: CNC(=O)C1=CC=CC=C1SC2=CC3=C(C=C2)C(=NN3)C=CC4=CC=CC=N4. Drug 2: CC1C(C(CC(O1)OC2CC(CC3=C2C(=C4C(=C3O)C(=O)C5=C(C4=O)C(=CC=C5)OC)O)(C(=O)C)O)N)O.Cl. Cell line: MCF7. Synergy scores: CSS=17.2, Synergy_ZIP=-2.43, Synergy_Bliss=3.40, Synergy_Loewe=-7.14, Synergy_HSA=3.05. (5) Drug 1: C1=NC(=NC(=O)N1C2C(C(C(O2)CO)O)O)N. Drug 2: C1CNP(=O)(OC1)N(CCCl)CCCl. Cell line: IGROV1. Synergy scores: CSS=17.1, Synergy_ZIP=-5.47, Synergy_Bliss=-0.838, Synergy_Loewe=-18.6, Synergy_HSA=-1.95.